The task is: Predict the product of the given reaction.. This data is from Forward reaction prediction with 1.9M reactions from USPTO patents (1976-2016). (1) Given the reactants [F:8][C:7]([F:10])([F:9])[C:6](O[C:6](=[O:11])[C:7]([F:10])([F:9])[F:8])=[O:11].[Br:14][C:15]1[CH:21]=[CH:20][C:18]([NH2:19])=[CH:17][C:16]=1[F:22].[N+:23]([O-])([O-:25])=[O:24].[K+], predict the reaction product. The product is: [Br:14][C:15]1[C:16]([F:22])=[CH:17][C:18]([NH:19][C:6](=[O:11])[C:7]([F:8])([F:9])[F:10])=[C:20]([N+:23]([O-:25])=[O:24])[CH:21]=1. (2) Given the reactants C[O:2][C:3]([C:5]1[S:6][C:7]([C:30]2[CH2:35][CH2:34][CH2:33][CH2:32][CH:31]=2)=[CH:8][C:9]=1[N:10]([C@H:20]1[CH2:25][CH2:24][C@H:23]([O:26][CH2:27][O:28][CH3:29])[CH2:22][CH2:21]1)[C:11]([C@H:13]1[CH2:18][CH2:17][C@H:16]([CH3:19])[CH2:15][CH2:14]1)=[O:12])=[O:4].[Li+].[OH-].O, predict the reaction product. The product is: [C:30]1([C:7]2[S:6][C:5]([C:3]([OH:4])=[O:2])=[C:9]([N:10]([C@H:20]3[CH2:21][CH2:22][C@H:23]([O:26][CH2:27][O:28][CH3:29])[CH2:24][CH2:25]3)[C:11]([C@H:13]3[CH2:18][CH2:17][C@H:16]([CH3:19])[CH2:15][CH2:14]3)=[O:12])[CH:8]=2)[CH2:35][CH2:34][CH2:33][CH2:32][CH:31]=1.